From a dataset of Reaction yield outcomes from USPTO patents with 853,638 reactions. Predict the reaction yield, written as a fraction of the theoretical maximum amount of product (1.0 means a 100% yield; for example, 0.34 means a 34% yield). (1) The reactants are [BH4-].[Na+].CO.[CH3:5][O:6][C:7](=[O:32])[CH2:8][CH2:9][CH2:10][C:11]#[C:12][CH2:13][N:14]1[C@@H:19](/[CH:20]=[CH:21]/[C:22](=[O:30])[CH2:23][C:24]2[CH:29]=[CH:28][CH:27]=[CH:26][CH:25]=2)[CH2:18][CH2:17][CH2:16][C:15]1=[O:31]. The catalyst is C(Cl)Cl. The product is [CH3:5][O:6][C:7](=[O:32])[CH2:8][CH2:9][CH2:10][C:11]#[C:12][CH2:13][N:14]1[C:15](=[O:31])[CH2:16][CH2:17][CH2:18][C@@H:19]1/[CH:20]=[CH:21]/[CH:22]([OH:30])[CH2:23][C:24]1[CH:29]=[CH:28][CH:27]=[CH:26][CH:25]=1. The yield is 0.780. (2) The reactants are [Mg].C(OCC)C.[CH2:7](Br)[C:8]#[CH:9].[C:11]1(=[O:16])[CH2:15][CH2:14][CH2:13][CH2:12]1. The catalyst is O1CCCC1.Cl[Hg]Cl. The product is [CH2:9]([C:11]1([OH:16])[CH2:15][CH2:14][CH2:13][CH2:12]1)[C:8]#[CH:7]. The yield is 0.540.